Dataset: Full USPTO retrosynthesis dataset with 1.9M reactions from patents (1976-2016). Task: Predict the reactants needed to synthesize the given product. (1) Given the product [O:15]1[CH2:16][CH2:17][CH:13]([CH2:12][N:22]2[C:18](=[O:28])[C:19]3[C:20](=[CH:24][CH:25]=[CH:26][CH:27]=3)[C:21]2=[O:23])[CH2:14]1, predict the reactants needed to synthesize it. The reactants are: CC1C=CC(S(O[CH2:12][CH:13]2[CH2:17][CH2:16][O:15][CH2:14]2)(=O)=O)=CC=1.[C:18]1(=[O:28])[NH:22][C:21](=[O:23])[C:20]2=[CH:24][CH:25]=[CH:26][CH:27]=[C:19]12.[K]. (2) Given the product [CH3:17][C:16](=[CH2:15])[CH2:18][CH:4]([C:5]([O:7][CH2:8][CH3:9])=[O:6])[C:3]([O:11][CH2:12][CH3:13])=[O:10], predict the reactants needed to synthesize it. The reactants are: [H-].[Na+].[C:3]([O:11][CH2:12][CH3:13])(=[O:10])[CH2:4][C:5]([O:7][CH2:8][CH3:9])=[O:6].Br[CH2:15][C:16]([CH3:18])=[CH2:17].[Cl-].[NH4+]. (3) Given the product [F:10][C:11]1[CH2:16][CH:15]([CH3:17])[CH2:14][C:13](=[O:18])[C:12]=1[C:19](=[O:30])[C:20]1[CH:21]=[CH:22][C:23]([O:26][CH:27]([CH3:28])[CH3:1])=[CH:24][CH:25]=1, predict the reactants needed to synthesize it. The reactants are: [CH2:1](N(S(F)(F)F)CC)C.[F:10][C:11]1[CH2:16][CH:15]([CH3:17])[CH2:14][C:13](=[O:18])[C:12]=1[C:19](=[O:30])[C:20]1[CH:25]=[CH:24][C:23]([O:26][CH2:27][CH2:28]C)=[CH:22][CH:21]=1. (4) Given the product [N:20]1([C:18]([C:15]2[CH:14]=[CH:13][C:12]([C:9]3[CH:10]=[CH:11][C:6]4[N:7]([C:3]([C:1]#[C:2][C:27]5[CH:28]=[C:29]([NH:33][C:34](=[O:36])[CH3:35])[CH:30]=[CH:31][CH:32]=5)=[CH:4][N:5]=4)[N:8]=3)=[CH:17][CH:16]=2)=[O:19])[CH2:21][CH2:22][O:23][CH2:24][CH2:25]1, predict the reactants needed to synthesize it. The reactants are: [C:1]([C:3]1[N:7]2[N:8]=[C:9]([C:12]3[CH:17]=[CH:16][C:15]([C:18]([N:20]4[CH2:25][CH2:24][O:23][CH2:22][CH2:21]4)=[O:19])=[CH:14][CH:13]=3)[CH:10]=[CH:11][C:6]2=[N:5][CH:4]=1)#[CH:2].I[C:27]1[CH:28]=[C:29]([NH:33][C:34](=[O:36])[CH3:35])[CH:30]=[CH:31][CH:32]=1.